The task is: Regression/Classification. Given a drug SMILES string, predict its absorption, distribution, metabolism, or excretion properties. Task type varies by dataset: regression for continuous measurements (e.g., permeability, clearance, half-life) or binary classification for categorical outcomes (e.g., BBB penetration, CYP inhibition). For this dataset (lipophilicity_astrazeneca), we predict Y.. This data is from Experimental lipophilicity measurements (octanol/water distribution) for 4,200 compounds from AstraZeneca. The drug is O=C(CC1CCN(Cc2ccn(-c3ccc(C(F)(F)F)cc3)c2)CC1)NC(c1ccc(F)cc1)c1ccc(=O)[nH]c1. The Y is 3.04 logD.